The task is: Regression. Given two drug SMILES strings and cell line genomic features, predict the synergy score measuring deviation from expected non-interaction effect.. This data is from NCI-60 drug combinations with 297,098 pairs across 59 cell lines. Drug 1: C1=CC(=CC=C1CC(C(=O)O)N)N(CCCl)CCCl.Cl. Drug 2: CC(C)(C#N)C1=CC(=CC(=C1)CN2C=NC=N2)C(C)(C)C#N. Cell line: NCI-H322M. Synergy scores: CSS=-2.25, Synergy_ZIP=1.77, Synergy_Bliss=0.296, Synergy_Loewe=-4.86, Synergy_HSA=-3.55.